Dataset: Reaction yield outcomes from USPTO patents with 853,638 reactions. Task: Predict the reaction yield, written as a fraction of the theoretical maximum amount of product (1.0 means a 100% yield; for example, 0.34 means a 34% yield). (1) The reactants are CO.Cl.[CH2:4]([N:6]([CH2:22][CH3:23])[C:7]1[CH:8]=[C:9]([CH:19]=[CH:20][CH:21]=1)[CH2:10][NH:11]C(=O)OC(C)(C)C)[CH3:5]. No catalyst specified. The product is [NH2:11][CH2:10][C:9]1[CH:8]=[C:7]([CH:21]=[CH:20][CH:19]=1)[N:6]([CH2:4][CH3:5])[CH2:22][CH3:23]. The yield is 0.770. (2) The reactants are [CH3:1][O:2][C:3](=[O:14])[CH2:4][C:5]1[C:13]2[C:8](=[CH:9][CH:10]=[CH:11][CH:12]=2)[NH:7][CH:6]=1.[H-].[Na+].[CH2:17](I)[CH2:18][CH2:19][CH2:20][CH2:21][CH3:22].Cl. The catalyst is CN(C)C=O.O. The product is [CH3:1][O:2][C:3](=[O:14])[CH2:4][C:5]1[C:13]2[C:8](=[CH:9][CH:10]=[CH:11][CH:12]=2)[N:7]([CH2:17][CH2:18][CH2:19][CH2:20][CH2:21][CH3:22])[CH:6]=1. The yield is 0.510. (3) The reactants are [N+:1]([C:4]1[CH:5]=[C:6]2[C:10](=[CH:11][CH:12]=1)[NH:9][N:8]=[CH:7]2)([O-])=O. The catalyst is CO.CCOCC.[Pd]. The product is [NH2:1][C:4]1[CH:5]=[C:6]2[C:10](=[CH:11][CH:12]=1)[NH:9][N:8]=[CH:7]2. The yield is 1.00.